Dataset: Forward reaction prediction with 1.9M reactions from USPTO patents (1976-2016). Task: Predict the product of the given reaction. (1) Given the reactants [CH3:1][S:2][C:3]1[N:8]=[CH:7][N:6]2[N:9]=[C:10]([C:12]3[CH:17]=[CH:16][CH:15]=[CH:14][CH:13]=3)[CH:11]=[C:5]2[N:4]=1.CCN(C1C=CC=CC=1)CC.P(Cl)(Cl)([Cl:31])=O, predict the reaction product. The product is: [Cl:31][C:7]1[N:6]2[N:9]=[C:10]([C:12]3[CH:13]=[CH:14][CH:15]=[CH:16][CH:17]=3)[CH:11]=[C:5]2[N:4]=[C:3]([S:2][CH3:1])[N:8]=1. (2) Given the reactants [CH2:1]([C:3]1[C:11]2[C:6](=[CH:7][CH:8]=[C:9](/[CH:12]=[C:13](/[C:16](=O)[CH3:17])\[C:14]#[N:15])[CH:10]=2)[NH:5][N:4]=1)[CH3:2].[O:19]1[CH2:23][C:22](=O)[CH2:21][C:20]1=[O:25].C([O-])(=O)C.[NH4+:30], predict the reaction product. The product is: [CH2:1]([C:3]1[C:11]2[C:6](=[CH:7][CH:8]=[C:9]([CH:12]3[C:13]([C:14]#[N:15])=[C:16]([CH3:17])[NH:30][C:22]4[CH2:23][O:19][C:20](=[O:25])[C:21]3=4)[CH:10]=2)[NH:5][N:4]=1)[CH3:2]. (3) Given the reactants CC(OC(/N=N/C(OC(C)C)=O)=O)C.[Cl:15][C:16]1[CH:17]=[CH:18][C:19](=[O:22])[NH:20][N:21]=1.O[CH2:24][C:25]1[CH:26]=[C:27]2[C:31](=[CH:32][CH:33]=1)[N:30]([C:34]([O:36][C:37]([CH3:40])([CH3:39])[CH3:38])=[O:35])[N:29]=[C:28]2[C:41]1[N:42]=[N:43][N:44]([C:46]2[CH:51]=[CH:50][C:49]([C:52]([N:54]3[CH2:59][CH2:58][O:57][CH2:56][CH2:55]3)=[O:53])=[CH:48][CH:47]=2)[CH:45]=1.C1(P(C2C=CC=CC=2)C2C=CC=CC=2)C=CC=CC=1, predict the reaction product. The product is: [Cl:15][C:16]1[CH:17]=[CH:18][C:19](=[O:22])[N:20]([CH2:24][C:25]2[CH:26]=[C:27]3[C:31](=[CH:32][CH:33]=2)[N:30]([C:34]([O:36][C:37]([CH3:40])([CH3:38])[CH3:39])=[O:35])[N:29]=[C:28]3[C:41]2[N:42]=[N:43][N:44]([C:46]3[CH:51]=[CH:50][C:49]([C:52]([N:54]4[CH2:59][CH2:58][O:57][CH2:56][CH2:55]4)=[O:53])=[CH:48][CH:47]=3)[CH:45]=2)[N:21]=1.